Dataset: Full USPTO retrosynthesis dataset with 1.9M reactions from patents (1976-2016). Task: Predict the reactants needed to synthesize the given product. (1) Given the product [ClH:1].[Cl:1][C:3]1[C@H:4]([CH2:18][NH2:19])[O:5][B:6]2[C:15]3[C:14]=1[CH:13]=[CH:12][O:11][CH2:10][C:9]=3[CH2:8][O:7]2, predict the reactants needed to synthesize it. The reactants are: [ClH:1].Br[C:3]1[C@H:4]([CH2:18][NH:19]C(=O)OC(C)(C)C)[O:5][B:6]2[C:15]3[C:14]=1[CH:13]=[CH:12][O:11][CH2:10][C:9]=3[C:8](C)(C)[O:7]2. (2) The reactants are: C([O:4][CH2:5][C@H:6]1[CH2:11][C@@H:10]([O:12]C(=O)C)[CH2:9][CH2:8][C@@:7]1([C@H:17]1[CH2:25][CH2:24][C@@:23]2([CH3:26])[C@@H:19]([CH2:20][CH2:21][C:22]2=[O:27])[C@@H:18]1[CH2:28][O:29][Si:30]([C:43]([CH3:46])([CH3:45])[CH3:44])([C:37]1[CH:42]=[CH:41][CH:40]=[CH:39][CH:38]=1)[C:31]1[CH:36]=[CH:35][CH:34]=[CH:33][CH:32]=1)[CH3:16])(=O)C.C[O-].[Na+].CC(O)=O. Given the product [Si:30]([O:29][CH2:28][C@@H:18]1[C@@H:17]([C@@:7]2([CH3:16])[CH2:8][CH2:9][C@H:10]([OH:12])[CH2:11][C@@H:6]2[CH2:5][OH:4])[CH2:25][CH2:24][C@@:23]2([CH3:26])[C@H:19]1[CH2:20][CH2:21][C:22]2=[O:27])([C:43]([CH3:45])([CH3:46])[CH3:44])([C:31]1[CH:36]=[CH:35][CH:34]=[CH:33][CH:32]=1)[C:37]1[CH:42]=[CH:41][CH:40]=[CH:39][CH:38]=1, predict the reactants needed to synthesize it. (3) Given the product [C:75]([O:74][C@@H:19]1[C:18]2[C:30]([CH3:32])([CH3:31])[C@@:29]([OH:56])([CH2:33][C@H:34]([O:35][C:36](=[O:37])[C@H:38]([O:55][C:13]([O:12][CH2:11][Cl:10])=[O:14])[C@@H:39]([NH:46][C:47](=[O:48])[C:49]3[CH:50]=[CH:51][CH:52]=[CH:53][CH:54]=3)[C:40]3[CH:41]=[CH:42][CH:43]=[CH:44][CH:45]=3)[C:17]=2[CH3:16])[C@@H:28]([O:57][C:58](=[O:59])[C:60]2[CH:61]=[CH:62][CH:63]=[CH:64][CH:65]=2)[C@@H:27]2[C@:26]3([O:68][C:69](=[O:70])[CH3:71])[CH2:66][O:67][C@@H:25]3[CH2:24][C@H:23]([OH:72])[C@@:22]2([CH3:73])[C:20]1=[O:21])(=[O:76])[CH3:77], predict the reactants needed to synthesize it. The reactants are: CCN(C(C)C)C(C)C.[Cl:10][CH2:11][O:12][C:13](Cl)=[O:14].[CH3:16][C:17]1[C@@H:34]([O:35][C:36]([C@H:38]([OH:55])[C@@H:39]([NH:46][C:47]([C:49]2[CH:50]=[CH:51][CH:52]=[CH:53][CH:54]=2)=[O:48])[C:40]2[CH:41]=[CH:42][CH:43]=[CH:44][CH:45]=2)=[O:37])[CH2:33][C@:29]2([OH:56])[C:30]([CH3:32])([CH3:31])[C:18]=1[C@@H:19]([O:74][C:75]([CH3:77])=[O:76])[C:20]([C@@:22]1([CH3:73])[C@H:27]([C@@H:28]2[O:57][C:58]([C:60]2[CH:61]=[CH:62][CH:63]=[CH:64][CH:65]=2)=[O:59])[C@:26]2([O:68][C:69]([CH3:71])=[O:70])[CH2:66][O:67][C@@H:25]2[CH2:24][C@@H:23]1[OH:72])=[O:21]. (4) Given the product [CH:30](=[C:14]1[C:15]2[CH:16]=[C:17]([C:22]3[CH:23]=[N:24][CH:25]=[N:26][CH:27]=3)[CH:18]=[CH:19][C:20]=2[CH2:21][C:12]([CH3:29])([CH3:11])[CH2:13]1)[CH3:31], predict the reactants needed to synthesize it. The reactants are: C[Si]([N-][Si](C)(C)C)(C)C.[K+].[CH3:11][C:12]1([CH3:29])[CH2:21][C:20]2[C:15](=[CH:16][C:17]([C:22]3[CH:23]=[N:24][CH:25]=[N:26][CH:27]=3)=[CH:18][CH:19]=2)[C:14](=O)[CH2:13]1.[C:30]1(C)C=CC=C[CH:31]=1. (5) Given the product [C:1]([C:4]1[CH:5]=[C:6]([C:14]2[CH:19]=[CH:18][C:17](/[C:20](/[CH3:24])=[CH:21]/[CH2:22][OH:23])=[CH:16][CH:15]=2)[CH:7]=[CH:8][CH:9]=1)(=[O:3])[CH3:2], predict the reactants needed to synthesize it. The reactants are: [C:1]([C:4]1[CH:5]=[C:6](B(O)O)[CH:7]=[CH:8][CH:9]=1)(=[O:3])[CH3:2].Br[C:14]1[CH:19]=[CH:18][C:17](/[C:20](/[CH3:24])=[CH:21]/[CH2:22][OH:23])=[CH:16][CH:15]=1. (6) The reactants are: [CH2:1]([O:3][C:4](=[O:15])[CH2:5][N:6]1[CH2:11][CH2:10][CH2:9][CH2:8][C:7]1=[N:12][C:13]#[N:14])[CH3:2].C([O-])C.[Na+]. Given the product [CH2:1]([O:3][C:4]([C:5]1[N:6]2[CH2:11][CH2:10][CH2:9][CH2:8][C:7]2=[N:12][C:13]=1[NH2:14])=[O:15])[CH3:2], predict the reactants needed to synthesize it. (7) Given the product [Br:14][CH2:1][C:2]1[N:7]=[CH:6][N:5]2[N:8]=[CH:9][N:10]=[C:4]2[C:3]=1[CH2:11][CH2:12][CH3:13], predict the reactants needed to synthesize it. The reactants are: [CH3:1][C:2]1[N:7]=[CH:6][N:5]2[N:8]=[CH:9][N:10]=[C:4]2[C:3]=1[CH2:11][CH2:12][CH3:13].[Br:14]Br. (8) Given the product [Br:1][C:2]1[CH:7]=[CH:6][C:5]([S:8]([NH:12][C:13]2[C:14]([CH3:20])=[N:15][N:16]([CH3:19])[C:17]=2[CH3:18])(=[O:10])=[O:9])=[CH:4][CH:3]=1, predict the reactants needed to synthesize it. The reactants are: [Br:1][C:2]1[CH:7]=[CH:6][C:5]([S:8](Cl)(=[O:10])=[O:9])=[CH:4][CH:3]=1.[NH2:12][C:13]1[C:14]([CH3:20])=[N:15][N:16]([CH3:19])[C:17]=1[CH3:18]. (9) Given the product [CH2:1]([S:3][C:4]1[CH:11]=[C:10]([N:12]2[CH2:13][CH2:14][O:15][CH2:16][CH2:17]2)[CH:9]=[C:8]([CH3:18])[C:5]=1[C:6]([NH2:7])=[O:21])[CH3:2], predict the reactants needed to synthesize it. The reactants are: [CH2:1]([S:3][C:4]1[CH:11]=[C:10]([N:12]2[CH2:17][CH2:16][O:15][CH2:14][CH2:13]2)[CH:9]=[C:8]([CH3:18])[C:5]=1[C:6]#[N:7])[CH3:2].N.S(=O)(=O)(O)[OH:21].